Dataset: Forward reaction prediction with 1.9M reactions from USPTO patents (1976-2016). Task: Predict the product of the given reaction. (1) Given the reactants [NH:1]1[CH2:4][CH:3]([CH2:5][N:6]([C@@H:13]2[CH2:15][C@H:14]2[C:16]2[CH:21]=[CH:20][CH:19]=[CH:18][CH:17]=2)[C:7](=[O:12])[C:8]([F:11])([F:10])[F:9])[CH2:2]1.[C:22]([CH:24]=[C:25]1[CH2:30][CH2:29][N:28]([C:31]([O:33][C:34]([CH3:37])([CH3:36])[CH3:35])=[O:32])[CH2:27][CH2:26]1)#[N:23].C1CCN2C(=NCCC2)CC1, predict the reaction product. The product is: [C:22]([CH2:24][C:25]1([N:1]2[CH2:2][CH:3]([CH2:5][N:6]([C@@H:13]3[CH2:15][C@H:14]3[C:16]3[CH:21]=[CH:20][CH:19]=[CH:18][CH:17]=3)[C:7](=[O:12])[C:8]([F:11])([F:10])[F:9])[CH2:4]2)[CH2:26][CH2:27][N:28]([C:31]([O:33][C:34]([CH3:37])([CH3:36])[CH3:35])=[O:32])[CH2:29][CH2:30]1)#[N:23]. (2) Given the reactants [CH3:1][C:2]1[CH:7]=[CH:6][C:5]([S:8]([NH:11][C:12](=[O:36])[O:13][CH2:14][CH2:15][C:16]2[CH:21]=[CH:20][C:19]([N:22]3[C:26]([CH3:27])=[C:25]([C:28]4[CH:33]=[CH:32][C:31](F)=[CH:30][CH:29]=4)[C:24]([CH3:35])=[N:23]3)=[CH:18][CH:17]=2)(=[O:10])=[O:9])=[CH:4][CH:3]=1.B(O)(O)[C:38]1C=CC(C)=CC=1.C([O-])([O-])=O.[K+].[K+], predict the reaction product. The product is: [NH4+:11].[CH3:1][C:2]1[CH:7]=[CH:6][C:5]([S:8]([NH:11][C:12](=[O:36])[O:13][CH2:14][CH2:15][C:16]2[CH:21]=[CH:20][C:19]([N:22]3[C:26]([CH3:27])=[C:25]([C:28]4[CH:33]=[CH:32][C:31]([CH3:38])=[CH:30][CH:29]=4)[C:24]([CH3:35])=[N:23]3)=[CH:18][CH:17]=2)(=[O:10])=[O:9])=[CH:4][CH:3]=1. (3) Given the reactants [Cl:1][C:2]1[CH:7]=[CH:6][CH:5]=[C:4]([Cl:8])[C:3]=1[N:9]1[CH:26]=[C:12]2[C:13]([NH:17][C:18]3[CH:23]=[C:22](C)[N:21]=[C:20](C)[N:19]=3)=[N:14][CH:15]=[CH:16][C:11]2=[N:10]1.[Cl:27]C1C2=CN(C3C(Cl)=CC=CC=3Cl)N=C2C=CN=1.NC1C=C(Cl)N=CN=1, predict the reaction product. The product is: [Cl:27][C:22]1[N:21]=[CH:20][N:19]=[C:18]([NH:17][C:13]2[C:12]3=[CH:26][N:9]([C:3]4[C:2]([Cl:1])=[CH:7][CH:6]=[CH:5][C:4]=4[Cl:8])[N:10]=[C:11]3[CH:16]=[CH:15][N:14]=2)[CH:23]=1. (4) Given the reactants Br.OC1C=CC(C(O)=O)=CC=1.S([N:22]1[CH2:27][CH2:26][N:25]([C:28]2[CH:29]=[CH:30][C:31]3[O:35][C:34]([C:36]([NH2:38])=[O:37])=[CH:33][C:32]=3[CH:39]=2)[CH2:24][CH2:23]1)(C1C=CC(C)=CC=1)(=O)=O.O, predict the reaction product. The product is: [N:25]1([C:28]2[CH:29]=[CH:30][C:31]3[O:35][C:34]([C:36]([NH2:38])=[O:37])=[CH:33][C:32]=3[CH:39]=2)[CH2:24][CH2:23][NH:22][CH2:27][CH2:26]1. (5) Given the reactants Cl[C:2]1[C:7](Cl)=[CH:6][CH:5]=[CH:4][N:3]=1.C[C@@H:10]1[CH2:15][NH:14][CH2:13][CH2:12][NH:11]1.C([O-])([O-])=O.[K+].[K+], predict the reaction product. The product is: [N:3]1[CH:4]=[CH:5][CH:6]=[CH:7][C:2]=1[N:11]1[CH2:12][CH2:13][NH:14][CH2:15][CH2:10]1. (6) Given the reactants [CH3:1][C:2]1[NH:3][C:4]2[C:9]([CH:10]=1)=[CH:8][CH:7]=[CH:6][CH:5]=2.[Cl-].[CH3:12][C:13]1[CH:22]=[CH:21][CH:20]=[CH:19][C:14]=1[CH:15]=[N+:16]([CH3:18])[CH3:17].CC1C=CC=CC=1C=O.CNC, predict the reaction product. The product is: [CH3:17][N:16]([CH3:18])[CH:15]([C:10]1[C:9]2[C:4](=[CH:5][CH:6]=[CH:7][CH:8]=2)[NH:3][C:2]=1[CH3:1])[C:14]1[CH:19]=[CH:20][CH:21]=[CH:22][C:13]=1[CH3:12]. (7) The product is: [C:1]([C:3]1[CH:4]=[C:5]([C:6](=[S:38])[NH:8][CH2:9][Si:10]([CH3:13])([CH3:12])[CH3:11])[CH:14]=[CH:15][C:16]=1[N:17]1[CH:21]=[N:20][CH:19]=[N:18]1)#[N:2]. Given the reactants [C:1]([C:3]1[CH:4]=[C:5]([CH:14]=[CH:15][C:16]=1[N:17]1[CH:21]=[N:20][CH:19]=[N:18]1)[C:6]([NH:8][CH2:9][Si:10]([CH3:13])([CH3:12])[CH3:11])=O)#[N:2].C1(C)C=CC=CC=1.COC1C=CC(P2(SP(C3C=CC(OC)=CC=3)(=S)S2)=[S:38])=CC=1, predict the reaction product. (8) Given the reactants [Si:1]([O:18][CH:19]1[CH2:22][NH:21][CH2:20]1)([C:14]([CH3:17])([CH3:16])[CH3:15])([C:8]1[CH:13]=[CH:12][CH:11]=[CH:10][CH:9]=1)[C:2]1[CH:7]=[CH:6][CH:5]=[CH:4][CH:3]=1.CCN(C(C)C)[CH:26]([CH3:28])[CH3:27].C(Br)C#C, predict the reaction product. The product is: [Si:1]([O:18][CH:19]1[CH2:20][N:21]([CH2:28][C:26]#[CH:27])[CH2:22]1)([C:14]([CH3:17])([CH3:15])[CH3:16])([C:2]1[CH:3]=[CH:4][CH:5]=[CH:6][CH:7]=1)[C:8]1[CH:13]=[CH:12][CH:11]=[CH:10][CH:9]=1.